From a dataset of NCI-60 drug combinations with 297,098 pairs across 59 cell lines. Regression. Given two drug SMILES strings and cell line genomic features, predict the synergy score measuring deviation from expected non-interaction effect. (1) Drug 1: C1CC(C1)(C(=O)O)C(=O)O.[NH2-].[NH2-].[Pt+2]. Drug 2: CCCCC(=O)OCC(=O)C1(CC(C2=C(C1)C(=C3C(=C2O)C(=O)C4=C(C3=O)C=CC=C4OC)O)OC5CC(C(C(O5)C)O)NC(=O)C(F)(F)F)O. Cell line: CAKI-1. Synergy scores: CSS=43.4, Synergy_ZIP=-2.54, Synergy_Bliss=0.671, Synergy_Loewe=-20.5, Synergy_HSA=-0.343. (2) Synergy scores: CSS=29.6, Synergy_ZIP=0.342, Synergy_Bliss=-0.198, Synergy_Loewe=-32.5, Synergy_HSA=0.324. Drug 1: C1C(C(OC1N2C=C(C(=O)NC2=O)F)CO)O. Cell line: SW-620. Drug 2: C1CC(=O)NC(=O)C1N2C(=O)C3=CC=CC=C3C2=O. (3) Drug 1: CCC(=C(C1=CC=CC=C1)C2=CC=C(C=C2)OCCN(C)C)C3=CC=CC=C3.C(C(=O)O)C(CC(=O)O)(C(=O)O)O. Drug 2: CC1C(C(CC(O1)OC2CC(OC(C2O)C)OC3=CC4=CC5=C(C(=O)C(C(C5)C(C(=O)C(C(C)O)O)OC)OC6CC(C(C(O6)C)O)OC7CC(C(C(O7)C)O)OC8CC(C(C(O8)C)O)(C)O)C(=C4C(=C3C)O)O)O)O. Cell line: SK-OV-3. Synergy scores: CSS=52.0, Synergy_ZIP=2.45, Synergy_Bliss=5.12, Synergy_Loewe=-2.94, Synergy_HSA=4.88.